Task: Predict the reaction yield, written as a fraction of the theoretical maximum amount of product (1.0 means a 100% yield; for example, 0.34 means a 34% yield).. Dataset: Reaction yield outcomes from USPTO patents with 853,638 reactions The reactants are [NH2:1][C:2]1[CH:7]=[CH:6][C:5]([C:8]2[CH:9]=[N:10][C:11]([N:14]3[CH2:19][CH2:18][C:17]([CH2:25][CH3:26])([C:20]([O:22][CH2:23][CH3:24])=[O:21])[CH2:16][CH2:15]3)=[N:12][CH:13]=2)=[CH:4][C:3]=1[N+:27]([O-:29])=[O:28].[Br:30]Br. The catalyst is C(O)(=O)C. The product is [NH2:1][C:2]1[C:3]([N+:27]([O-:29])=[O:28])=[CH:4][C:5]([C:8]2[CH:9]=[N:10][C:11]([N:14]3[CH2:19][CH2:18][C:17]([CH2:25][CH3:26])([C:20]([O:22][CH2:23][CH3:24])=[O:21])[CH2:16][CH2:15]3)=[N:12][CH:13]=2)=[CH:6][C:7]=1[Br:30]. The yield is 0.780.